Task: Predict the reactants needed to synthesize the given product.. Dataset: Full USPTO retrosynthesis dataset with 1.9M reactions from patents (1976-2016) (1) The reactants are: C(OC([N:8]1[CH2:13][CH2:12][N:11]([C:14]2[C:19]3[N:20]=[C:21]([C:23]4[CH:28]=[CH:27][C:26]([C:29]([CH3:32])([CH3:31])[CH3:30])=[CH:25][CH:24]=4)[O:22][C:18]=3[CH:17]=[CH:16][CH:15]=2)[CH2:10][CH2:9]1)=O)(C)(C)C.FC(F)(F)C(O)=O. Given the product [C:29]([C:26]1[CH:25]=[CH:24][C:23]([C:21]2[O:22][C:18]3[CH:17]=[CH:16][CH:15]=[C:14]([N:11]4[CH2:12][CH2:13][NH:8][CH2:9][CH2:10]4)[C:19]=3[N:20]=2)=[CH:28][CH:27]=1)([CH3:32])([CH3:30])[CH3:31], predict the reactants needed to synthesize it. (2) Given the product [CH:1]([C:2]1[CH:12]=[C:9]([O:10][CH3:11])[C:7]([O:8][CH2:24][C:25]([O:27][CH3:28])=[O:26])=[C:4]([O:5][CH3:6])[CH:3]=1)=[O:13], predict the reactants needed to synthesize it. The reactants are: [CH:1](=[O:13])[C:2]1[CH:12]=[C:9]([O:10][CH3:11])[C:7]([OH:8])=[C:4]([O:5][CH3:6])[CH:3]=1.CCN(C(C)C)C(C)C.Br[CH2:24][C:25]([O:27][CH3:28])=[O:26].O.